This data is from Catalyst prediction with 721,799 reactions and 888 catalyst types from USPTO. The task is: Predict which catalyst facilitates the given reaction. Reactant: Br[CH2:2][CH2:3][CH2:4][CH2:5][O:6][CH2:7][C@H:8]1[CH2:13][CH2:12][C@H:11]([CH2:14][N:15]([CH3:29])[S:16]([C:19]2[CH:24]=[CH:23][C:22]([C:25]([F:28])([F:27])[F:26])=[CH:21][CH:20]=2)(=[O:18])=[O:17])[CH2:10][CH2:9]1.[OH:30][CH2:31][C@@H:32]1[CH2:36][CH2:35][CH2:34][NH:33]1. Product: [OH:30][CH2:31][C@@H:32]1[CH2:36][CH2:35][CH2:34][N:33]1[CH2:2][CH2:3][CH2:4][CH2:5][O:6][CH2:7][C@H:8]1[CH2:13][CH2:12][C@H:11]([CH2:14][N:15]([CH3:29])[S:16]([C:19]2[CH:24]=[CH:23][C:22]([C:25]([F:28])([F:27])[F:26])=[CH:21][CH:20]=2)(=[O:18])=[O:17])[CH2:10][CH2:9]1. The catalyst class is: 80.